This data is from NCI-60 drug combinations with 297,098 pairs across 59 cell lines. The task is: Regression. Given two drug SMILES strings and cell line genomic features, predict the synergy score measuring deviation from expected non-interaction effect. Drug 1: C1CCN(CC1)CCOC2=CC=C(C=C2)C(=O)C3=C(SC4=C3C=CC(=C4)O)C5=CC=C(C=C5)O. Drug 2: CN1C2=C(C=C(C=C2)N(CCCl)CCCl)N=C1CCCC(=O)O.Cl. Cell line: SF-539. Synergy scores: CSS=5.94, Synergy_ZIP=1.68, Synergy_Bliss=5.21, Synergy_Loewe=3.52, Synergy_HSA=3.34.